The task is: Predict the product of the given reaction.. This data is from Forward reaction prediction with 1.9M reactions from USPTO patents (1976-2016). (1) Given the reactants [H-].[Al+3].[Li+].[H-].[H-].[H-].[Cl:7][C:8]1[CH:16]=[CH:15][C:14]2[N:13]([CH2:17][C:18](OCC)=[O:19])[C:12]3[CH2:23][CH2:24][N:25]([CH3:27])[CH2:26][C:11]=3[C:10]=2[CH:9]=1, predict the reaction product. The product is: [Cl:7][C:8]1[CH:16]=[CH:15][C:14]2[N:13]([CH2:17][CH2:18][OH:19])[C:12]3[CH2:23][CH2:24][N:25]([CH3:27])[CH2:26][C:11]=3[C:10]=2[CH:9]=1. (2) Given the reactants C(O[C:9]1[C:10]([O:38][CH3:39])=[N:11][C:12]2[C:17]([C:18]=1[Cl:19])=[CH:16][C:15]([C:20]([C:32]1[N:36]([CH3:37])[CH:35]=[N:34][CH:33]=1)([C:22]1[CH:23]=[N:24][C:25]([C:28]([F:31])([F:30])[F:29])=[CH:26][CH:27]=1)[OH:21])=[CH:14][CH:13]=2)C1C=CC=CC=1.[CH3:40][S:41]([C:44]1[CH:49]=[CH:48][C:47](B(O)O)=[CH:46][CH:45]=1)(=[O:43])=[O:42].C([O-])([O-])=O.[K+].[K+], predict the reaction product. The product is: [Cl:19][C:18]1[C:17]2[C:12](=[CH:13][CH:14]=[C:15]([C:20]([C:32]3[N:36]([CH3:37])[CH:35]=[N:34][CH:33]=3)([C:22]3[CH:23]=[N:24][C:25]([C:28]([F:30])([F:31])[F:29])=[CH:26][CH:27]=3)[OH:21])[CH:16]=2)[N:11]=[C:10]([O:38][CH3:39])[C:9]=1[C:47]1[CH:48]=[CH:49][C:44]([S:41]([CH3:40])(=[O:43])=[O:42])=[CH:45][CH:46]=1. (3) Given the reactants [NH2:1][C:2]1[CH:7]=[CH:6][CH:5]=[CH:4][CH:3]=1.C[Si](C)(C)[N-][Si](C)(C)C.[Li+].[OH:18][C@H:19]1[CH2:24][CH2:23][C@H:22]([NH:25][C:26]2[CH:27]=[CH:28][C:29]3[N:30]([C:32]([C:35]([O:37]C)=O)=[CH:33][N:34]=3)[N:31]=2)[CH2:21][CH2:20]1.[NH4+].[Cl-], predict the reaction product. The product is: [OH:18][C@H:19]1[CH2:20][CH2:21][C@H:22]([NH:25][C:26]2[CH:27]=[CH:28][C:29]3[N:30]([C:32]([C:35]([NH:1][C:2]4[CH:7]=[CH:6][CH:5]=[CH:4][CH:3]=4)=[O:37])=[CH:33][N:34]=3)[N:31]=2)[CH2:23][CH2:24]1. (4) Given the reactants [Si]([O:8][CH2:9][CH2:10][C:11]1[CH:27]=[CH:26][C:14]([O:15][C@@H:16]([C:21]2[S:22][CH:23]=[CH:24][CH:25]=2)[CH2:17][CH2:18][NH:19][CH3:20])=[CH:13][CH:12]=1)(C(C)(C)C)(C)C.CCCC[N+](CCCC)(CCCC)CCCC.[F-], predict the reaction product. The product is: [CH3:20][NH:19][CH2:18][CH2:17][C@H:16]([C:21]1[S:22][CH:23]=[CH:24][CH:25]=1)[O:15][C:14]1[CH:26]=[CH:27][C:11]([CH2:10][CH2:9][OH:8])=[CH:12][CH:13]=1. (5) The product is: [NH2:8][C@@H:9]1[CH2:12][C@H:11]([C:13]([NH:15][C@@H:16]([CH2:21][CH:22]([CH3:23])[CH3:24])[C:17]([O:19][CH3:20])=[O:18])=[O:14])[C:10]1([CH3:25])[CH3:26]. Given the reactants C(OC([NH:8][C@@H:9]1[CH2:12][C@H:11]([C:13]([NH:15][C@@H:16]([CH2:21][CH:22]([CH3:24])[CH3:23])[C:17]([O:19][CH3:20])=[O:18])=[O:14])[C:10]1([CH3:26])[CH3:25])=O)(C)(C)C.CCN(CC)CC, predict the reaction product. (6) Given the reactants CCN(C(C)C)C(C)C.[C:10]1([C:16]2[NH:20][N:19]=[C:18]([C:21]([NH:23][CH2:24][C:25]([OH:27])=O)=[O:22])[CH:17]=2)[CH:15]=[CH:14][CH:13]=[CH:12][CH:11]=1.C1C=CC2N(O)N=NC=2C=1.CCN=C=NCCCN(C)C.Cl.Cl.NCC([N:55]1[CH2:60][CH2:59][CH:58]([O:61][C:62]2[CH:67]=[CH:66][N:65]=[CH:64][CH:63]=2)[CH2:57][CH2:56]1)=O, predict the reaction product. The product is: [O:27]=[C:25]([N:65]1[CH2:66][CH2:67][CH:62]([O:61][C:58]2[CH:59]=[CH:60][N:55]=[CH:56][CH:57]=2)[CH2:63][CH2:64]1)[CH2:24][NH:23][C:21]([C:18]1[CH:17]=[C:16]([C:10]2[CH:11]=[CH:12][CH:13]=[CH:14][CH:15]=2)[NH:20][N:19]=1)=[O:22]. (7) Given the reactants [CH3:1][C:2]1[CH:15]=[CH:14][C:5]([C:6]([C:8]2[CH:13]=[CH:12][CH:11]=[CH:10][CH:9]=2)=[O:7])=[CH:4][CH:3]=1.[Br:16]N1C(=O)CCC1=O.C(OOC(=O)C1C=CC=CC=1)(=O)C1C=CC=CC=1.BrCC1C=CC(C2C=CC=CC=2C(C2C=CC=CC=2)=O)=CC=1, predict the reaction product. The product is: [Br:16][CH2:1][C:2]1[CH:15]=[CH:14][C:5]([C:6]([C:8]2[CH:13]=[CH:12][CH:11]=[CH:10][CH:9]=2)=[O:7])=[CH:4][CH:3]=1. (8) The product is: [CH:16]([N:13]1[CH2:12][CH2:11][N:10]([C:5]2[CH:4]=[CH:3][C:2]([NH:1][C:32](=[O:33])[CH:31]([CH2:35][CH3:36])[CH2:29][CH3:30])=[CH:9][C:6]=2[C:7]#[N:8])[CH2:15][CH2:14]1)([C:17]1[CH:22]=[CH:21][CH:20]=[CH:19][CH:18]=1)[C:23]1[CH:24]=[CH:25][CH:26]=[CH:27][CH:28]=1. Given the reactants [NH2:1][C:2]1[CH:3]=[CH:4][C:5]([N:10]2[CH2:15][CH2:14][N:13]([CH:16]([C:23]3[CH:28]=[CH:27][CH:26]=[CH:25][CH:24]=3)[C:17]3[CH:22]=[CH:21][CH:20]=[CH:19][CH:18]=3)[CH2:12][CH2:11]2)=[C:6]([CH:9]=1)[C:7]#[N:8].[CH2:29]([CH:31]([CH2:35][CH3:36])[C:32](Cl)=[O:33])[CH3:30], predict the reaction product. (9) The product is: [Cl:1][C:2]1[CH:25]=[CH:24][C:5]([CH2:6][NH:7][C:8]([C:10]2[C:11](=[O:23])[C:12]3[S:19][C:18]([CH2:20][N:29]([CH2:30][CH:31]([OH:32])[C:33]4[NH:37][N:36]=[CH:35][CH:34]=4)[CH3:28])=[C:17]([CH3:22])[C:13]=3[N:14]([CH3:16])[CH:15]=2)=[O:9])=[CH:4][CH:3]=1. Given the reactants [Cl:1][C:2]1[CH:25]=[CH:24][C:5]([CH2:6][NH:7][C:8]([C:10]2[C:11](=[O:23])[C:12]3[S:19][C:18]([CH2:20]Cl)=[C:17]([CH3:22])[C:13]=3[N:14]([CH3:16])[CH:15]=2)=[O:9])=[CH:4][CH:3]=1.Cl.Cl.[CH3:28][NH:29][CH2:30][CH:31]([C:33]1[NH:37][N:36]=[CH:35][CH:34]=1)[OH:32].C(N(C(C)C)CC)(C)C, predict the reaction product. (10) Given the reactants Cl[C:2]1[CH:7]=[CH:6][C:5]([NH:8][C:9]([NH:11][C:12]2[CH:17]=[CH:16][CH:15]=[C:14]([C:18]3[CH:23]=[CH:22][CH:21]=[C:20]([N:24]4[CH2:28][CH2:27][CH2:26][CH2:25]4)[N:19]=3)[CH:13]=2)=[O:10])=[CH:4][CH:3]=1.[CH3:29][O:30]C1C=C(C=CC=1)N.CCN(C(C)C)C(C)C, predict the reaction product. The product is: [CH3:29][O:30][C:3]1[CH:4]=[C:5]([NH:8][C:9]([NH:11][C:12]2[CH:17]=[CH:16][CH:15]=[C:14]([C:18]3[CH:23]=[CH:22][CH:21]=[C:20]([N:24]4[CH2:28][CH2:27][CH2:26][CH2:25]4)[N:19]=3)[CH:13]=2)=[O:10])[CH:6]=[CH:7][CH:2]=1.